Task: Predict the product of the given reaction.. Dataset: Forward reaction prediction with 1.9M reactions from USPTO patents (1976-2016) (1) Given the reactants C1N=CN([C:6]([N:8]2[CH:12]=N[CH:10]=[CH:9]2)=[O:7])C=1.[O:13]1[CH2:18][CH2:17][CH:16](C(O)=O)[CH2:15][CH2:14]1.[Cl:22][C:23]1[C:35]([CH2:36][N:37]2[CH2:41][CH2:40][CH2:39][CH2:38]2)=[CH:34][CH:33]=[CH:32][C:24]=1[O:25][C@H:26]1[CH2:29][C@H](CN)[CH2:27]1, predict the reaction product. The product is: [ClH:22].[Cl:22][C:23]1[C:35]([CH2:36][N:37]2[CH2:41][CH2:40][CH2:39][CH2:38]2)=[CH:34][CH:33]=[CH:32][C:24]=1[O:25][C@H:26]1[CH2:29][C@H:10]([CH2:9][N:8]([CH3:12])[C:6]([CH:16]2[CH2:15][CH2:14][O:13][CH2:18][CH2:17]2)=[O:7])[CH2:27]1. (2) Given the reactants Br[C:2]1[CH:7]=[CH:6][C:5]([C:8]2[CH:13]=[CH:12][C:11]([O:14][CH2:15][CH2:16][CH2:17][CH2:18][O:19][CH:20]3[CH2:25][CH2:24][CH2:23][CH2:22][O:21]3)=[CH:10][CH:9]=2)=[CH:4][CH:3]=1.[B:26]1([B:26]2[O:30][C:29]([CH3:32])([CH3:31])[C:28]([CH3:34])([CH3:33])[O:27]2)[O:30][C:29]([CH3:32])([CH3:31])[C:28]([CH3:34])([CH3:33])[O:27]1.C([O-])(=O)C.[K+], predict the reaction product. The product is: [CH3:33][C:28]1([CH3:34])[C:29]([CH3:32])([CH3:31])[O:30][B:26]([C:2]2[CH:7]=[CH:6][C:5]([C:8]3[CH:13]=[CH:12][C:11]([O:14][CH2:15][CH2:16][CH2:17][CH2:18][O:19][CH:20]4[CH2:25][CH2:24][CH2:23][CH2:22][O:21]4)=[CH:10][CH:9]=3)=[CH:4][CH:3]=2)[O:27]1.[BH:26]([OH:30])[OH:27]. (3) Given the reactants C(O)(C(F)(F)F)=O.[CH:8]12[CH2:14][CH:11]([NH:12][CH2:13]1)[CH2:10][N:9]2[C:15]1[N:20]=[C:19]([NH2:21])[N:18]2[N:22]=[C:23]([C:25]3[O:26][CH:27]=[CH:28][CH:29]=3)[N:24]=[C:17]2[CH:16]=1.Cl[CH2:31][C:32]1[C:33]([CH3:38])=[N:34][O:35][C:36]=1[CH3:37].CCN(CC)CC, predict the reaction product. The product is: [CH3:38][C:33]1[C:32]([CH2:31][N:12]2[CH2:13][CH:8]3[CH2:14][CH:11]2[CH2:10][N:9]3[C:15]2[N:20]=[C:19]([NH2:21])[N:18]3[N:22]=[C:23]([C:25]4[O:26][CH:27]=[CH:28][CH:29]=4)[N:24]=[C:17]3[CH:16]=2)=[C:36]([CH3:37])[O:35][N:34]=1. (4) Given the reactants [Cl:1][C:2]1[C:7]([N:8]([CH2:20][CH3:21])[CH2:9][CH:10]2[CH2:12][CH:11]2[C:13]2[CH:18]=[CH:17][C:16]([F:19])=[CH:15][CH:14]=2)=[CH:6][N:5]=[N:4][C:3]=1[NH:22][NH:23][C:24](=O)[CH2:25][CH:26]1[CH2:28][CH2:27]1.P(Cl)(Cl)(Cl)=O, predict the reaction product. The product is: [Cl:1][C:2]1[C:3]2[N:4]([C:24]([CH2:25][CH:26]3[CH2:28][CH2:27]3)=[N:23][N:22]=2)[N:5]=[CH:6][C:7]=1[N:8]([CH2:20][CH3:21])[CH2:9][CH:10]1[CH2:12][CH:11]1[C:13]1[CH:18]=[CH:17][C:16]([F:19])=[CH:15][CH:14]=1.